This data is from Reaction yield outcomes from USPTO patents with 853,638 reactions. The task is: Predict the reaction yield, written as a fraction of the theoretical maximum amount of product (1.0 means a 100% yield; for example, 0.34 means a 34% yield). (1) The reactants are [O:1]=[C:2]([CH3:9])[CH2:3][CH2:4][CH2:5][C:6]([OH:8])=[O:7].C(N(CC)C(C)C)(C)C.FC(F)(F)C(O[C:24]1[C:29]([F:30])=[C:28]([F:31])[C:27]([F:32])=[C:26]([F:33])[C:25]=1[F:34])=O. The catalyst is C(Cl)Cl. The product is [O:1]=[C:2]([CH3:9])[CH2:3][CH2:4][CH2:5][C:6]([O:8][C:24]1[C:25]([F:34])=[C:26]([F:33])[C:27]([F:32])=[C:28]([F:31])[C:29]=1[F:30])=[O:7]. The yield is 0.790. (2) The reactants are [N:1]1[C:10]2[C:5](=[N:6][CH:7]=[CH:8][CH:9]=2)[CH:4]=[CH:3][C:2]=1[NH2:11].[C:12]1([CH3:25])[CH:17]=[C:16]([CH3:18])[CH:15]=[C:14]([CH3:19])[C:13]=1[S:20]([O:23][NH2:24])(=[O:22])=[O:21]. The catalyst is C(Cl)Cl. The product is [NH2:24][N:1]1[C:10]2[C:5](=[N:6][CH:7]=[CH:8][CH:9]=2)[CH:4]=[CH:3][C:2]1=[NH2+:11].[CH3:19][C:14]1[CH:15]=[C:16]([CH3:18])[CH:17]=[C:12]([CH3:25])[C:13]=1[S:20]([O-:23])(=[O:22])=[O:21]. The yield is 0.850. (3) The reactants are [CH3:1][O:2][C:3](=[O:21])[C:4]1[CH:9]=[C:8]([N+:10]([O-])=O)[CH:7]=[C:6]([N:13]2[CH:18]=[CH:17][C:16]([CH3:19])=[CH:15][C:14]2=[O:20])[CH:5]=1.Cl[Sn]Cl. The product is [CH3:1][O:2][C:3](=[O:21])[C:4]1[CH:5]=[C:6]([N:13]2[CH:18]=[CH:17][C:16]([CH3:19])=[CH:15][C:14]2=[O:20])[CH:7]=[C:8]([NH2:10])[CH:9]=1. The yield is 1.00. The catalyst is CO. (4) The reactants are [CH2:1]([C:11]1[C:15]2[S:16][C:17]3[C:21]4[S:22][C:23](C(O)=O)=[C:24]([CH2:25][CH2:26][CH2:27][CH2:28][CH2:29][CH2:30][CH2:31][CH2:32][CH2:33][CH3:34])[C:20]=4[S:19][C:18]=3[C:14]=2[S:13][C:12]=1C(O)=O)[CH2:2][CH2:3][CH2:4][CH2:5][CH2:6][CH2:7][CH2:8][CH2:9][CH3:10].C(=O)=O.CCCCCC. The catalyst is N1C2C(=CC=CC=2)C=CC=1.[Cu]. The product is [CH2:25]([C:24]1[C:20]2[S:19][C:18]3[C:14]4[S:13][CH:12]=[C:11]([CH2:1][CH2:2][CH2:3][CH2:4][CH2:5][CH2:6][CH2:7][CH2:8][CH2:9][CH3:10])[C:15]=4[S:16][C:17]=3[C:21]=2[S:22][CH:23]=1)[CH2:26][CH2:27][CH2:28][CH2:29][CH2:30][CH2:31][CH2:32][CH2:33][CH3:34]. The yield is 0.606.